Predict the product of the given reaction. From a dataset of Forward reaction prediction with 1.9M reactions from USPTO patents (1976-2016). (1) Given the reactants [OH:1][C:2]1[CH:7]=[CH:6][C:5]([CH3:8])=[CH:4][C:3]=1[N:9]1[N:13]=[C:12]2[CH:14]=[CH:15][CH:16]=[CH:17][C:11]2=[N:10]1.[CH2:18](N(CC)CC)C.CN(C)[C:27]1[CH:32]=[CH:31]C=CC=1, predict the reaction product. The product is: [OH:1][C:2]1[CH:7]=[CH:6][C:5]([CH3:8])=[CH:4][C:3]=1[N:9]1[N:13]=[C:12]2[CH:14]=[CH:15][CH:16]=[CH:17][C:11]2=[N:10]1.[CH3:8][C:5]1[CH:6]=[CH:7][C:2]([O:1][CH:18]=[C:32]([CH3:31])[CH3:27])=[C:3]([N:9]2[N:13]=[C:12]3[CH:14]=[CH:15][CH:16]=[CH:17][C:11]3=[N:10]2)[CH:4]=1.[CH2:18]([N:10]1[C:11]2[CH:17]=[CH:16][CH:15]=[CH:14][C:12]=2[NH:13][N:9]1[C:3]1[CH:4]=[C:5]([CH3:8])[CH:6]=[CH:7][C:2]=1[OH:1])[C:32](=[CH2:31])[CH3:27]. (2) Given the reactants F[C:2](F)(F)[C:3](O)=O.C[CH:9]([C:15]1[C:23]2[C:18](=[CH:19][CH:20]=[CH:21][CH:22]=2)[NH:17]C=1)[C@@H:10](C(O)=O)[NH2:11].C1C(C=O)=CC2OCOC=2C=1.C([O-])(O)=O.[Na+], predict the reaction product. The product is: [CH:2]1[C:3]2[NH:17][C:18]3[C:23](=[CH:22][CH:21]=[CH:20][CH:19]=3)[C:15]=2[CH:9]=[CH:10][N:11]=1. (3) Given the reactants Br[C:2]1[CH2:3][C:4]2[C:9]([CH:10]=1)=[CH:8][CH:7]=[CH:6][C:5]=2[Cl:11].[CH:12]1([Mg]Br)[CH2:14][CH2:13]1.[NH4+].[Cl-], predict the reaction product. The product is: [Cl:11][C:5]1[CH:6]=[CH:7][CH:8]=[C:9]2[C:4]=1[CH2:3][C:2]([CH:12]1[CH2:14][CH2:13]1)=[CH:10]2. (4) Given the reactants [CH2:1]([N:8]1[CH2:13][CH2:12][C@@H:11]([CH3:14])[C@@H:10]([NH:15][C:16]2[C:21]([CH:22]=[O:23])=[CH:20][N:19]=[C:18]3[N:24]([CH2:27][O:28][CH2:29][CH2:30][Si:31]([CH3:34])([CH3:33])[CH3:32])[CH:25]=[CH:26][C:17]=23)[CH2:9]1)[C:2]1[CH:7]=[CH:6][CH:5]=[CH:4][CH:3]=1.[BH4-].[Na+].CCCCCC.C(OCC)(=O)C, predict the reaction product. The product is: [CH2:1]([N:8]1[CH2:13][CH2:12][C@@H:11]([CH3:14])[C@@H:10]([NH:15][C:16]2[C:21]([CH2:22][OH:23])=[CH:20][N:19]=[C:18]3[N:24]([CH2:27][O:28][CH2:29][CH2:30][Si:31]([CH3:32])([CH3:34])[CH3:33])[CH:25]=[CH:26][C:17]=23)[CH2:9]1)[C:2]1[CH:3]=[CH:4][CH:5]=[CH:6][CH:7]=1.